From a dataset of Forward reaction prediction with 1.9M reactions from USPTO patents (1976-2016). Predict the product of the given reaction. (1) Given the reactants [NH2:1][CH2:2][CH2:3][NH:4][C:5]([C:7]1[C:8]([C:18]([F:21])([F:20])[F:19])=[N:9][N:10]([C:12]2[CH:17]=[CH:16][CH:15]=[CH:14][CH:13]=2)[CH:11]=1)=[O:6].C(N(CC)CC)C.Cl[C:30]([O:32][C:33]1[CH:38]=[CH:37][CH:36]=[CH:35][CH:34]=1)=[O:31], predict the reaction product. The product is: [C:12]1([N:10]2[CH:11]=[C:7]([C:5]([NH:4][CH2:3][CH2:2][NH:1][C:30](=[O:31])[O:32][C:33]3[CH:38]=[CH:37][CH:36]=[CH:35][CH:34]=3)=[O:6])[C:8]([C:18]([F:20])([F:21])[F:19])=[N:9]2)[CH:17]=[CH:16][CH:15]=[CH:14][CH:13]=1. (2) Given the reactants [CH2:1]([O:8][C:9]([N:11]1[CH2:16][CH2:15][CH:14]([NH:17][C:18]2[CH:23]=[CH:22][CH:21]=[CH:20][CH:19]=2)[CH2:13][CH2:12]1)=[O:10])[C:2]1[CH:7]=[CH:6][CH:5]=[CH:4][CH:3]=1.[C:24](Cl)(=[O:27])[CH2:25][CH3:26], predict the reaction product. The product is: [CH2:1]([O:8][C:9]([N:11]1[CH2:12][CH2:13][CH:14]([N:17]([C:18]2[CH:23]=[CH:22][CH:21]=[CH:20][CH:19]=2)[C:24](=[O:27])[CH2:25][CH3:26])[CH2:15][CH2:16]1)=[O:10])[C:2]1[CH:3]=[CH:4][CH:5]=[CH:6][CH:7]=1. (3) Given the reactants [N:1]1[C:6]2[CH2:7][CH2:8][NH:9][CH2:10][C:5]=2[C:4](=[O:11])[NH:3][CH:2]=1.Cl[C:13]1[CH:18]=[CH:17][C:16]([CH3:19])=[CH:15][N:14]=1.O1CCOCC1.CN(C)C(=O)C, predict the reaction product. The product is: [CH3:19][C:16]1[CH:17]=[CH:18][C:13]([N:9]2[CH2:8][CH2:7][C:6]3[N:1]=[CH:2][NH:3][C:4](=[O:11])[C:5]=3[CH2:10]2)=[N:14][CH:15]=1. (4) Given the reactants Cl[C:2]1[CH:3]=[C:4]([CH:21]=[C:22]([NH:24][CH2:25][CH:26]2[CH2:28][CH2:27]2)[CH:23]=1)[CH2:5][O:6][C:7]1[CH:12]=[CH:11][CH:10]=[CH:9][C:8]=1[CH2:13][C:14]([O:16][C:17]([CH3:20])([CH3:19])[CH3:18])=[O:15].[OH:29][CH2:30][C@@H:31]([NH:47][C:48](=[O:54])[O:49][C:50]([CH3:53])([CH3:52])[CH3:51])[C:32]1[CH:37]=[CH:36][CH:35]=[C:34](B2OC(C)(C)C(C)(C)O2)[CH:33]=1.[O-]P([O-])([O-])=O.[K+].[K+].[K+], predict the reaction product. The product is: [C:50]([O:49][C:48]([NH:47][C@@H:31]([C:32]1[CH:37]=[C:36]([C:2]2[CH:23]=[C:22]([NH:24][CH2:25][CH:26]3[CH2:28][CH2:27]3)[CH:21]=[C:4]([CH2:5][O:6][C:7]3[CH:12]=[CH:11][CH:10]=[CH:9][C:8]=3[CH2:13][C:14]([O:16][C:17]([CH3:20])([CH3:19])[CH3:18])=[O:15])[CH:3]=2)[CH:35]=[CH:34][CH:33]=1)[CH2:30][OH:29])=[O:54])([CH3:53])([CH3:51])[CH3:52]. (5) Given the reactants [F:1][C:2]1[C:3]([C:12](=[O:20])[C:13]2[CH:18]=[CH:17][CH:16]=[CH:15][C:14]=2[CH3:19])=[C:4]([NH:8]C(=O)C)[CH:5]=[CH:6][CH:7]=1.Cl.O.C(=O)([O-])[O-].[Na+].[Na+], predict the reaction product. The product is: [NH2:8][C:4]1[CH:5]=[CH:6][CH:7]=[C:2]([F:1])[C:3]=1[C:12]([C:13]1[CH:18]=[CH:17][CH:16]=[CH:15][C:14]=1[CH3:19])=[O:20]. (6) Given the reactants [CH:1]1([N:4]2[CH2:9][CH:8]=[C:7]([C:10]3[CH:15]=[C:14]([C:16]([F:19])([F:18])[F:17])[CH:13]=[C:12]([N+:20]([O-])=O)[CH:11]=3)[CH2:6][CH2:5]2)[CH2:3][CH2:2]1, predict the reaction product. The product is: [CH:1]1([N:4]2[CH2:9][CH2:8][CH:7]([C:10]3[CH:11]=[C:12]([CH:13]=[C:14]([C:16]([F:19])([F:17])[F:18])[CH:15]=3)[NH2:20])[CH2:6][CH2:5]2)[CH2:2][CH2:3]1. (7) Given the reactants C(N(CC)CC)C.[Cl:8][C:9]([O:11][CH3:12])=[O:10].[NH2:13][C:14]1[CH:15]=[C:16]2[C:20](=[CH:21][CH:22]=1)[CH2:19][N:18](C(OC(C)(C)C)=O)[CH2:17]2.Cl.O1CCOCC1, predict the reaction product. The product is: [ClH:8].[CH3:12][O:11][C:9]([NH:13][C:14]1[CH:15]=[C:16]2[C:20](=[CH:21][CH:22]=1)[CH2:19][NH:18][CH2:17]2)=[O:10]. (8) Given the reactants [H-].[Na+].[Cl:3][C:4]1[CH:12]=[CH:11][C:10]2[NH:9][C:8]3[CH2:13][CH2:14][N:15]([CH3:18])[CH2:16][CH2:17][C:7]=3[C:6]=2[CH:5]=1.[Cl:19][C:20]1[CH:25]=[CH:24][C:23]([C:26]2([CH3:29])[CH2:28][O:27]2)=[CH:22][CH:21]=1.O, predict the reaction product. The product is: [Cl:3][C:4]1[CH:12]=[CH:11][C:10]2[N:9]([CH2:29][C:26]([C:23]3[CH:24]=[CH:25][C:20]([Cl:19])=[CH:21][CH:22]=3)([OH:27])[CH3:28])[C:8]3[CH2:13][CH2:14][N:15]([CH3:18])[CH2:16][CH2:17][C:7]=3[C:6]=2[CH:5]=1. (9) Given the reactants O=[C:2]1[CH2:7][CH2:6][N:5]([C:8]([O:10][C:11]([CH3:14])([CH3:13])[CH3:12])=[O:9])[CH2:4][CH2:3]1.N1CCCC1.[C:20]([NH2:24])(=[O:23])[C:21]#[CH:22], predict the reaction product. The product is: [O:23]=[C:20]1[CH:21]=[CH:22][C:3]2[CH2:4][N:5]([C:8]([O:10][C:11]([CH3:14])([CH3:13])[CH3:12])=[O:9])[CH2:6][CH2:7][C:2]=2[NH:24]1.